Dataset: Reaction yield outcomes from USPTO patents with 853,638 reactions. Task: Predict the reaction yield, written as a fraction of the theoretical maximum amount of product (1.0 means a 100% yield; for example, 0.34 means a 34% yield). (1) The reactants are Cl[C:2]1[N:7]=[CH:6][C:5]([C:8]2[C:13]([C:14]([F:17])([F:16])[F:15])=[CH:12][CH:11]=[CH:10][N:9]=2)=[CH:4][C:3]=1[NH2:18].[Cl-].[NH4+].[OH-].[NH4+].C[N:24]([CH:26]=[O:27])C. The catalyst is O.[C-]#N.[Zn+2].[C-]#N.C1C=CC(/C=C/C(/C=C/C2C=CC=CC=2)=O)=CC=1.C1C=CC(/C=C/C(/C=C/C2C=CC=CC=2)=O)=CC=1.C1C=CC(/C=C/C(/C=C/C2C=CC=CC=2)=O)=CC=1.[Pd].[Pd].C1(P(C2C=CC=CC=2)[C-]2C=CC=C2)C=CC=CC=1.[C-]1(P(C2C=CC=CC=2)C2C=CC=CC=2)C=CC=C1.[Fe+2]. The product is [NH2:18][C:3]1[C:2]([C:26]([NH2:24])=[O:27])=[N:7][CH:6]=[C:5]([C:8]2[C:13]([C:14]([F:17])([F:16])[F:15])=[CH:12][CH:11]=[CH:10][N:9]=2)[CH:4]=1. The yield is 0.900. (2) The reactants are ClC1C=C(Cl)C=C(Cl)C=1[O:10][C:11](=O)[CH2:12][C:13](OC1C(Cl)=CC(Cl)=CC=1Cl)=[O:14].[NH2:26]/[C:27](/[CH3:34])=[CH:28]\[C:29]([O:31][CH2:32][CH3:33])=[O:30]. The catalyst is BrC1C=CC=CC=1.CCOC(C)=O. The product is [CH2:32]([O:31][C:29](=[O:30])[C:28]1[C:11]([OH:10])=[CH:12][C:13]([OH:14])=[N:26][C:27]=1[CH3:34])[CH3:33]. The yield is 0.860. (3) The reactants are N1C=[CH:4][N:3]=[N:2]1.Br[CH:7]([C:16]1[CH:21]=[CH:20][C:19]([C:22]#[N:23])=[CH:18][CH:17]=1)[C:8]1[CH:13]=[CH:12][C:11]([C:14]#[N:15])=[CH:10][CH:9]=1.[CH3:24][N:25](C=O)C.C(=O)([O-])[O-].[K+].[K+]. The catalyst is C1(C)C=CC=CC=1. The product is [CH:10]1[C:11]([C:14]#[N:15])=[CH:12][CH:13]=[C:8]([CH:7]([N:2]2[N:3]=[CH:4][N:25]=[CH:24]2)[C:16]2[CH:21]=[CH:20][C:19]([C:22]#[N:23])=[CH:18][CH:17]=2)[CH:9]=1. The yield is 0.705. (4) The reactants are C(=O)([O-])[O-].[K+].[K+].[S:7]1[CH:11]=[CH:10][CH:9]=[C:8]1[SH:12].[Br:13][CH2:14][CH2:15]Br. No catalyst specified. The product is [Br:13][CH2:14][CH2:15][S:12][C:8]1[S:7][CH:11]=[CH:10][CH:9]=1. The yield is 0.950. (5) The reactants are [N:1]1([C:7]2[N:12]3[N:13]=[C:14]([C:16]4[CH:21]=[CH:20][CH:19]=[CH:18][CH:17]=4)[CH:15]=[C:11]3[N:10]=[C:9]([NH:22][NH2:23])[CH:8]=2)[CH2:6][CH2:5][O:4][CH2:3][CH2:2]1.[CH3:24][C:25]1([CH3:34])[CH2:29][C:28]2[CH:30]=[CH:31][CH:32]=[CH:33][C:27]=2[O:26]1.[C:35](O)(=O)C.O. The catalyst is C(O)C. The product is [CH3:24][C:25]1([CH3:34])[CH2:29][C:28]2[CH:30]=[CH:31][CH:32]=[C:33]([CH:35]=[N:23][NH:22][C:9]3[CH:8]=[C:7]([N:1]4[CH2:6][CH2:5][O:4][CH2:3][CH2:2]4)[N:12]4[N:13]=[C:14]([C:16]5[CH:21]=[CH:20][CH:19]=[CH:18][CH:17]=5)[CH:15]=[C:11]4[N:10]=3)[C:27]=2[O:26]1. The yield is 0.600. (6) The catalyst is CC#N. The yield is 0.620. The product is [OH:1][CH2:2][C:3]1[CH:8]=[CH:7][C:6]([O:9][CH2:17][C:18]([O:20][CH2:21][CH3:22])=[O:19])=[CH:5][CH:4]=1. The reactants are [OH:1][CH2:2][C:3]1[CH:8]=[CH:7][C:6]([OH:9])=[CH:5][CH:4]=1.C(=O)([O-])[O-].[K+].[K+].Br[CH2:17][C:18]([O:20][CH2:21][CH3:22])=[O:19].